From a dataset of Catalyst prediction with 721,799 reactions and 888 catalyst types from USPTO. Predict which catalyst facilitates the given reaction. Reactant: Br[C:2]1[CH:3]=[C:4]([C:15]([O:17][CH3:18])=[O:16])[C:5]2[C:6]([CH3:14])=[N:7][N:8]([CH:11]([CH3:13])[CH3:12])[C:9]=2[CH:10]=1.CC1(C)C(C)(C)OB([C:27]2[CH:28]=[N:29][CH:30]=[CH:31][CH:32]=2)O1.C(=O)(O)[O-].[Na+]. Product: [CH3:14][C:6]1[C:5]2[C:4]([C:15]([O:17][CH3:18])=[O:16])=[CH:3][C:2]([C:27]3[CH:28]=[N:29][CH:30]=[CH:31][CH:32]=3)=[CH:10][C:9]=2[N:8]([CH:11]([CH3:13])[CH3:12])[N:7]=1. The catalyst class is: 669.